Dataset: Full USPTO retrosynthesis dataset with 1.9M reactions from patents (1976-2016). Task: Predict the reactants needed to synthesize the given product. (1) Given the product [O:1]1[C:5]2([CH2:10][CH2:9][CH:8]([OH:11])[CH2:7][CH2:6]2)[O:4][CH2:3][CH2:2]1, predict the reactants needed to synthesize it. The reactants are: [O:1]1[C:5]2([CH2:10][CH2:9][C:8](=[O:11])[CH2:7][CH2:6]2)[O:4][CH2:3][CH2:2]1.[H-].[H-].[H-].[H-].[Li+].[Al+3]. (2) Given the product [ClH:1].[CH2:2]1[C:3]2([CH2:4][CH2:5][NH:8][CH2:9][C@H:10]2[OH:20])[CH2:7]1, predict the reactants needed to synthesize it. The reactants are: [Cl:1][C:2]1[CH:7]=C[C:5]([N:8]2CCN(CCCC(O)=O)[C:10](=[O:20])[C@@H:9]2C)=[CH:4][C:3]=1OC(F)(F)F.C1C2(CCNC[C@H]2O)C1. (3) Given the product [CH3:22][O:23][CH2:24][O:1][C:2]1[CH:7]=[CH:6][C:5]([C:8](=[O:10])[CH3:9])=[CH:4][C:3]=1[O:11][C:12]([F:13])([F:14])[F:15], predict the reactants needed to synthesize it. The reactants are: [OH:1][C:2]1[CH:7]=[CH:6][C:5]([C:8](=[O:10])[CH3:9])=[CH:4][C:3]=1[O:11][C:12]([F:15])([F:14])[F:13].C(=O)([O-])[O-].[K+].[K+].[CH3:22][O:23][CH2:24]Cl.O. (4) Given the product [ClH:24].[NH2:15][CH2:2][C:3]([C:5]1[CH:10]=[CH:9][C:8]([N+:11]([O-:13])=[O:12])=[CH:7][CH:6]=1)=[O:4], predict the reactants needed to synthesize it. The reactants are: Br[CH2:2][C:3]([C:5]1[CH:10]=[CH:9][C:8]([N+:11]([O-:13])=[O:12])=[CH:7][CH:6]=1)=[O:4].C1N2CN3CN(C2)C[N:15]1C3.[ClH:24]. (5) The reactants are: C[O:2][C:3](=[O:22])[CH2:4][CH2:5][C:6]1[CH:11]=[CH:10][C:9]([O:12][C:13]2[CH:18]=[C:17]([F:19])[CH:16]=[C:15](Br)[CH:14]=2)=[CH:8][C:7]=1[CH3:21].[Cl:23][C:24]1[CH:29]=[CH:28][C:27]([OH:30])=[C:26]([O:31][C:32]2[CH:37]=[CH:36][CH:35]=[CH:34][CH:33]=2)[CH:25]=1. Given the product [Cl:23][C:24]1[CH:29]=[CH:28][C:27]([O:30][C:15]2[CH:14]=[C:13]([CH:18]=[C:17]([F:19])[CH:16]=2)[O:12][C:9]2[CH:10]=[CH:11][C:6]([CH2:5][CH2:4][C:3]([OH:2])=[O:22])=[C:7]([CH3:21])[CH:8]=2)=[C:26]([O:31][C:32]2[CH:37]=[CH:36][CH:35]=[CH:34][CH:33]=2)[CH:25]=1, predict the reactants needed to synthesize it. (6) Given the product [C:1]1([Si:7]([CH3:21])([CH3:20])[CH2:8][CH2:9][CH2:10][CH2:11][CH2:12][CH2:13][C:14]2[CH2:16][CH:15]=2)[CH:6]=[CH:5][CH:4]=[CH:3][CH:2]=1, predict the reactants needed to synthesize it. The reactants are: [C:1]1([Si:7]([CH3:21])([CH3:20])[CH2:8][CH2:9][CH2:10][CH2:11][CH2:12][CH2:13][C:14]2(Br)[CH2:16][C:15]2(Br)Br)[CH:6]=[CH:5][CH:4]=[CH:3][CH:2]=1.C[Li]. (7) Given the product [OH:11][C:4]1[C:5](=[O:9])[NH:6][C:7]([C:21]2[CH:22]=[C:17]([CH:18]=[CH:19][CH:20]=2)[C:13]([OH:15])=[O:14])=[C:2]([C:17]2[CH:22]=[C:21]([CH:20]=[CH:19][CH:18]=2)[C:26]([OH:29])=[O:27])[CH:3]=1, predict the reactants needed to synthesize it. The reactants are: Br[C:2]1[CH:3]=[C:4]([O:11]C)[C:5]([O:9]C)=[N:6][C:7]=1Br.[C:13]([C:17]1[CH:18]=[C:19](B(O)O)[CH:20]=[CH:21][CH:22]=1)([O:15]C)=[O:14].[C:26]([O-:29])([O-])=[O:27].[K+].[K+].